From a dataset of Catalyst prediction with 721,799 reactions and 888 catalyst types from USPTO. Predict which catalyst facilitates the given reaction. (1) Reactant: [Si:1]([O:8][CH2:9][C:10]#[C:11][C:12]([C:14]1[CH:19]=[CH:18][CH:17]=[CH:16][CH:15]=1)=[O:13])([C:4]([CH3:7])([CH3:6])[CH3:5])([CH3:3])[CH3:2]. Product: [Si:1]([O:8][CH2:9][CH2:10][CH2:11][C:12]([C:14]1[CH:15]=[CH:16][CH:17]=[CH:18][CH:19]=1)=[O:13])([C:4]([CH3:7])([CH3:6])[CH3:5])([CH3:3])[CH3:2]. The catalyst class is: 99. (2) Reactant: [NH2:1][C@H:2]([C:8]([OH:10])=[O:9])[CH2:3][CH2:4][C:5]([OH:7])=[O:6].[CH2:11](O)[C:12]1[CH:17]=[CH:16][CH:15]=[CH:14][CH:13]=1.CS(O)(=O)=O.O. Product: [NH2:1][C@@H:2]([CH2:3][CH2:4][C:5]([O:7][CH2:11][C:12]1[CH:17]=[CH:16][CH:15]=[CH:14][CH:13]=1)=[O:6])[C:8]([OH:10])=[O:9]. The catalyst class is: 11. (3) Reactant: [CH2:1]([O:4][C:5]1[CH:10]=[CH:9][C:8]([CH2:11][SH:12])=[C:7]([CH3:13])[CH:6]=1)[CH:2]=[CH2:3].[CH3:14][N:15]1[C:19]([CH2:20][CH2:21]OS(C2C=CC(C)=CC=2)(=O)=O)=[CH:18][CH:17]=[N:16]1.[H-].[Na+]. Product: [CH2:1]([O:4][C:5]1[CH:10]=[CH:9][C:8]([CH2:11][S:12][CH2:21][CH2:20][C:19]2[N:15]([CH3:14])[N:16]=[CH:17][CH:18]=2)=[C:7]([CH3:13])[CH:6]=1)[CH:2]=[CH2:3]. The catalyst class is: 9. (4) Reactant: Cl.CN(C)CCCN=C=NCC.[CH2:13]([C:15]1[CH:16]=[CH:17][C:18]([C:21]([OH:23])=O)=[N:19][CH:20]=1)[CH3:14].Cl.[CH3:25][NH:26][O:27][CH3:28].ON1C2C=CC=CC=2N=N1. Product: [CH2:13]([C:15]1[CH:16]=[CH:17][C:18]([C:21]([N:26]([O:27][CH3:28])[CH3:25])=[O:23])=[N:19][CH:20]=1)[CH3:14]. The catalyst class is: 289. (5) Reactant: O[C:2]1[CH:7]=[C:6]([OH:8])[N:5]=[CH:4][N:3]=1.[C:9](=[O:12])([O-])[O-].[K+].[K+].[CH2:15](Cl)[C:16]1[CH:21]=[CH:20][CH:19]=[CH:18][CH:17]=1. Product: [CH2:15]([N:5]1[C:6](=[O:8])[CH:7]=[C:2]([O:12][CH2:9][C:16]2[CH:21]=[CH:20][CH:19]=[CH:18][CH:17]=2)[N:3]=[CH:4]1)[C:16]1[CH:21]=[CH:20][CH:19]=[CH:18][CH:17]=1. The catalyst class is: 9. (6) Reactant: [OH-].[Na+].CO.[C:5]([NH:13][C:14]1[CH:23]=[C:22](/[CH:24]=[CH:25]/[C:26]2[CH:31]=[CH:30][CH:29]=[CH:28][CH:27]=2)[CH:21]=[CH:20][C:15]=1[C:16]([O:18]C)=[O:17])(=[O:12])[C:6]1[CH:11]=[CH:10][CH:9]=[CH:8][CH:7]=1. Product: [C:5]([NH:13][C:14]1[CH:23]=[C:22](/[CH:24]=[CH:25]/[C:26]2[CH:31]=[CH:30][CH:29]=[CH:28][CH:27]=2)[CH:21]=[CH:20][C:15]=1[C:16]([OH:18])=[O:17])(=[O:12])[C:6]1[CH:7]=[CH:8][CH:9]=[CH:10][CH:11]=1. The catalyst class is: 7.